This data is from Forward reaction prediction with 1.9M reactions from USPTO patents (1976-2016). The task is: Predict the product of the given reaction. (1) The product is: [CH:1]1([C:6]2[CH:12]=[CH:11][CH:10]=[CH:9][C:7]=2[N:8]=[C:18]=[S:19])[CH2:2][CH2:3][CH2:4][CH2:5]1. Given the reactants [CH:1]1([C:6]2[CH:12]=[CH:11][CH:10]=[CH:9][C:7]=2[NH2:8])[CH2:5][CH2:4][CH2:3][CH2:2]1.C(=O)([O-])O.[Na+].[C:18](Cl)(Cl)=[S:19], predict the reaction product. (2) Given the reactants [CH3:1][N:2]([CH3:11])[C:3](=[O:10])[C@H:4]([C@@H:6]([CH3:9])[O:7][CH3:8])[NH2:5].S=[C:13]1[CH2:17][S:16][C:15](=[O:18])[NH:14]1, predict the reaction product. The product is: [CH3:11][N:2]([CH3:1])[C:3](=[O:10])[C@H:4]([C@@H:6]([CH3:9])[O:7][CH3:8])[NH:5][C:13]1[CH2:17][S:16][C:15](=[O:18])[N:14]=1. (3) Given the reactants [F:1][C:2]1[CH:20]=[CH:19][C:5]([CH2:6][N:7]2[C:11]3[CH:12]=NC(C(O)=O)=[CH:15][C:10]=3[N:9]=[CH:8]2)=[CH:4][CH:3]=1.FC1C=CC(CN2C3C=[N:33][C:34]([C:36]([O:38][CH3:39])=[O:37])=CC=3N=C2)=CC=1, predict the reaction product. The product is: [F:1][C:2]1[CH:3]=[CH:4][C:5]([CH2:6][N:7]2[C:11]3[CH:12]=[C:34]([C:36]([O:38][CH3:39])=[O:37])[N:33]=[CH:15][C:10]=3[N:9]=[CH:8]2)=[CH:19][CH:20]=1. (4) The product is: [C:12]([CH:8]([NH:7][C:6](=[O:15])[O:5][C:1]([CH3:4])([CH3:3])[CH3:2])[CH2:9][CH:10]=[CH2:11])#[N:14]. Given the reactants [C:1]([O:5][C:6](=[O:15])[NH:7][CH:8]([C:12]([NH2:14])=O)[CH2:9][CH:10]=[CH2:11])([CH3:4])([CH3:3])[CH3:2].CCN(CC)CC.O(S(C(F)(F)F)(=O)=O)S(C(F)(F)F)(=O)=O.Cl, predict the reaction product.